Dataset: Forward reaction prediction with 1.9M reactions from USPTO patents (1976-2016). Task: Predict the product of the given reaction. The product is: [NH2:17][C:16]1[CH:15]=[CH:14][N:13]=[CH:12][C:11]=1[C:5]1[CH:6]=[CH:7][C:8]([O:9][CH3:10])=[C:3]([O:2][CH3:1])[CH:4]=1. Given the reactants [CH3:1][O:2][C:3]1[CH:4]=[C:5]([C:11]2[CH:12]=[N:13][CH:14]=[CH:15][C:16]=2[NH:17]C(=O)C(C)(C)C)[CH:6]=[CH:7][C:8]=1[O:9][CH3:10].CO.[OH-].[K+], predict the reaction product.